From a dataset of CYP2C9 inhibition data for predicting drug metabolism from PubChem BioAssay. Regression/Classification. Given a drug SMILES string, predict its absorption, distribution, metabolism, or excretion properties. Task type varies by dataset: regression for continuous measurements (e.g., permeability, clearance, half-life) or binary classification for categorical outcomes (e.g., BBB penetration, CYP inhibition). Dataset: cyp2c9_veith. (1) The compound is COc1ccccc1OCCn1cc(C(=O)c2ccco2)c2ccccc21. The result is 1 (inhibitor). (2) The molecule is COc1cccc(-c2cc(NCc3cccs3)ncn2)c1. The result is 0 (non-inhibitor).